From a dataset of Catalyst prediction with 721,799 reactions and 888 catalyst types from USPTO. Predict which catalyst facilitates the given reaction. (1) Product: [F:16][C:12]1[CH:11]=[C:10]([C@@H:9]2[NH:17][C:18](=[O:24])[CH2:6][O:7][CH2:8]2)[CH:15]=[CH:14][CH:13]=1. Reactant: C(OC([CH2:6][O:7][CH2:8][C@@H:9]([NH:17][C:18](=[O:24])OC(C)(C)C)[C:10]1[CH:15]=[CH:14][CH:13]=[C:12]([F:16])[CH:11]=1)=O)C.FC(F)(F)C(O)=O. The catalyst class is: 4. (2) Reactant: [C:1]([O:5][C:6]([NH:8][C@H:9]([CH3:13])[C:10](O)=[O:11])=[O:7])([CH3:4])([CH3:3])[CH3:2].C1CC[CH:17]([N:20]=[C:21]=NC2CCCCC2)CC1.CNC. Product: [C:1]([O:5][C:6](=[O:7])[NH:8][C@@H:9]([C:10](=[O:11])[N:20]([CH3:21])[CH3:17])[CH3:13])([CH3:4])([CH3:3])[CH3:2]. The catalyst class is: 2. (3) Reactant: [CH3:1][O:2][C:3]([C:5]1[C:6]2[CH:7]=[N:8][N:9]([CH2:14][CH:15]([CH3:17])[CH3:16])[C:10]=2[CH:11]=[CH:12][CH:13]=1)=[O:4].[Cl:18]N1C(=O)CCC1=O.O. Product: [CH3:1][O:2][C:3]([C:5]1[C:6]2[C:7]([Cl:18])=[N:8][N:9]([CH2:14][CH:15]([CH3:17])[CH3:16])[C:10]=2[CH:11]=[CH:12][CH:13]=1)=[O:4]. The catalyst class is: 10. (4) Reactant: [O:1]=[C:2]1[CH2:11][C:10]2[CH:12]=[CH:13][CH:14]=[CH:15][C:9]=2[CH2:8][CH:7]([O:16]C(=O)C)[CH2:6][CH:5]=[CH:4][CH2:3]1.C(=O)([O-])[O-].[K+].[K+]. Product: [OH:16][CH:7]1[CH2:8][C:9]2[CH:15]=[CH:14][CH:13]=[CH:12][C:10]=2[CH2:11][C:2](=[O:1])[CH2:3][CH:4]=[CH:5][CH2:6]1. The catalyst class is: 5.